From a dataset of Full USPTO retrosynthesis dataset with 1.9M reactions from patents (1976-2016). Predict the reactants needed to synthesize the given product. (1) Given the product [NH2:1][C:2]1[C:3]([C:19]([NH2:21])=[O:20])=[N:4][C:5]([C:9]2[CH:14]=[CH:13][C:12](=[O:15])[N:11]([CH:16]([CH3:18])[CH3:17])[CH:10]=2)=[C:6]([C:23]#[C:22][C:24]2[CH:29]=[CH:28][CH:27]=[CH:26][CH:25]=2)[N:7]=1, predict the reactants needed to synthesize it. The reactants are: [NH2:1][C:2]1[C:3]([C:19]([NH2:21])=[O:20])=[N:4][C:5]([C:9]2[CH:14]=[CH:13][C:12](=[O:15])[N:11]([CH:16]([CH3:18])[CH3:17])[CH:10]=2)=[C:6](Cl)[N:7]=1.[C:22]([C:24]1[CH:29]=[CH:28][CH:27]=[CH:26][CH:25]=1)#[CH:23].CCN(CC)CC.C1(P(C2C=CC=CC=2)C2C=CC=CC=2)C=CC=CC=1. (2) Given the product [Cl:7][C:8]1[N:13]=[C:12]([C:14]([C:33]2([OH:36])[CH2:31][CH2:30][CH2:29][CH2:34]2)=[O:15])[CH:11]=[CH:10][CH:9]=1, predict the reactants needed to synthesize it. The reactants are: C[Si](C)(C)C#N.[Cl:7][C:8]1[N:13]=[C:12]([CH:14]=[O:15])[CH:11]=[CH:10][CH:9]=1.C[Si]([N-][Si](C)(C)C)(C)C.[Li+].ClC1N=[C:31]([CH:33]([O:36][Si](C)(C)C)[C:34]#N)[CH:30]=[CH:29]C=1.C1(=O)CCCC1.Cl.C(=O)([O-])O.[Na+]. (3) Given the product [CH3:1][O:2][C:3](=[O:16])[C:4]1[CH:9]=[C:8]([O:10][CH3:11])[CH:7]=[C:6]([NH2:12])[C:5]=1[NH2:15], predict the reactants needed to synthesize it. The reactants are: [CH3:1][O:2][C:3](=[O:16])[C:4]1[CH:9]=[C:8]([O:10][CH3:11])[CH:7]=[C:6]([N+:12]([O-])=O)[C:5]=1[NH2:15].[H][H]. (4) Given the product [Br:1][C:2]1[CH:3]=[CH:4][C:5]([CH:21]([O:24][CH3:25])[O:22][CH3:23])=[CH:6][N:7]=1, predict the reactants needed to synthesize it. The reactants are: [Br:1][C:2]1[N:7]=[CH:6][C:5](C=O)=[CH:4][CH:3]=1.C1(C)C=CC(S(O)(=O)=O)=CC=1.[CH:21](OC)([O:24][CH3:25])[O:22][CH3:23].C([O-])([O-])=O.[K+].[K+]. (5) Given the product [NH2:1][C:2]1[CH:7]=[CH:6][C:5]([C:8]([N:10]2[CH2:15][CH2:14][N:13]([CH2:32][C:28]3[CH:27]=[C:26]([CH:31]=[CH:30][CH:29]=3)[C:25]([NH:24][C:20]([CH3:23])([CH3:21])[CH3:22])=[O:34])[C@@H:12]([CH:16]([CH3:17])[CH3:18])[CH2:11]2)=[O:9])=[CH:4][C:3]=1[F:19], predict the reactants needed to synthesize it. The reactants are: [NH2:1][C:2]1[CH:7]=[CH:6][C:5]([C:8]([N:10]2[CH2:15][CH2:14][NH:13][C@@H:12]([CH:16]([CH3:18])[CH3:17])[CH2:11]2)=[O:9])=[CH:4][C:3]=1[F:19].[C:20]([NH:24][C:25](=[O:34])[C:26]1[CH:31]=[CH:30][CH:29]=[C:28]([CH2:32]Cl)[CH:27]=1)([CH3:23])([CH3:22])[CH3:21].C(=O)([O-])[O-].[K+].[K+].[I-].[Na+]. (6) Given the product [NH3:11].[CH:39]([N:35]([CH:36]([CH3:38])[CH3:37])[CH2:34][CH2:33][C@@H:32]([C:27]1[CH:26]=[C:25]([CH2:24][CH2:23][CH2:22][CH2:21][O:20][C:17]2[CH:16]=[CH:15][C:14]([CH2:13][CH2:12][NH:11][CH2:10][C@H:9]([OH:8])[C:48]3[CH:53]=[CH:52][C:51]([OH:54])=[C:50]([CH2:55][OH:56])[CH:49]=3)=[CH:19][CH:18]=2)[CH:30]=[CH:29][C:28]=1[OH:31])[C:42]1[CH:43]=[CH:44][CH:45]=[CH:46][CH:47]=1)([CH3:41])[CH3:40], predict the reactants needed to synthesize it. The reactants are: [Si]([O:8][C@H:9]([C:48]1[CH:53]=[CH:52][C:51]([OH:54])=[C:50]([CH2:55][OH:56])[CH:49]=1)[CH2:10][NH:11][CH2:12][CH2:13][C:14]1[CH:19]=[CH:18][C:17]([O:20][CH2:21][CH2:22][CH2:23][CH2:24][C:25]2[CH:30]=[CH:29][C:28]([OH:31])=[C:27]([C@@H:32]([C:42]3[CH:47]=[CH:46][CH:45]=[CH:44][CH:43]=3)[CH2:33][CH2:34][N:35]([CH:39]([CH3:41])[CH3:40])[CH:36]([CH3:38])[CH3:37])[CH:26]=2)=[CH:16][CH:15]=1)(C(C)(C)C)(C)C.O.[F-].[NH4+]. (7) Given the product [CH2:1]([N:5]1[CH:10]=[CH:9][C:8]([CH3:12])([CH3:13])[CH2:7][C:6]1=[O:14])[CH:2]([CH3:4])[CH3:3], predict the reactants needed to synthesize it. The reactants are: [CH2:1]([N:5]1[C:10](=O)[CH2:9][C:8]([CH3:13])([CH3:12])[CH2:7][C:6]1=[O:14])[CH:2]([CH3:4])[CH3:3].[H-].[Al+3].[Li+].[H-].[H-].[H-]. (8) Given the product [F:1][CH:2]([C:4]1[N:9]=[C:8]([CH2:10][CH2:11][CH3:12])[N:7]([CH2:15][C:16]2[CH:17]=[CH:18][C:19]([C:22]3[C:23]([C:28]#[N:29])=[CH:24][CH:25]=[CH:26][CH:27]=3)=[CH:20][CH:21]=2)[C:6](=[O:13])[CH:5]=1)[CH3:3], predict the reactants needed to synthesize it. The reactants are: [F:1][CH:2]([C:4]1[N:9]=[C:8]([CH2:10][CH2:11][CH3:12])[NH:7][C:6](=[O:13])[CH:5]=1)[CH3:3].Br[CH2:15][C:16]1[CH:21]=[CH:20][C:19]([C:22]2[C:23]([C:28]#[N:29])=[CH:24][CH:25]=[CH:26][CH:27]=2)=[CH:18][CH:17]=1.C(=O)([O-])[O-].[K+].[K+]. (9) Given the product [CH3:22][N:14]1[C:15]2=[N:16][CH:17]=[N:18][C:19]([NH2:21])=[C:20]2[C:12]([C:8]2[CH:7]=[C:6]3[C:11](=[CH:10][CH:9]=2)[N:3]([C:32](=[O:33])[CH2:31][C:26]2[CH:27]=[CH:28][CH:29]=[CH:30][C:25]=2[O:24][CH3:23])[CH2:4][CH2:5]3)=[N:13]1, predict the reactants needed to synthesize it. The reactants are: Cl.Cl.[NH:3]1[C:11]2[C:6](=[CH:7][C:8]([C:12]3[C:20]4[C:15](=[N:16][CH:17]=[N:18][C:19]=4[NH2:21])[N:14]([CH3:22])[N:13]=3)=[CH:9][CH:10]=2)[CH2:5][CH2:4]1.[CH3:23][O:24][C:25]1[CH:30]=[CH:29][CH:28]=[CH:27][C:26]=1[CH2:31][C:32](O)=[O:33].CN(C(ON1N=NC2C=CC=NC1=2)=[N+](C)C)C.F[P-](F)(F)(F)(F)F.CCN(C(C)C)C(C)C. (10) Given the product [C:1]([C:3]1[C:4]([N:18]2[CH2:23][CH2:22][N:21]([C:34]([NH:33][C:30]3[CH:31]=[CH:32][C:27]([O:26][CH2:24][CH3:25])=[CH:28][CH:29]=3)=[O:35])[CH2:20][CH2:19]2)=[N:5][C:6]([C:14]([F:15])([F:17])[F:16])=[C:7]([CH:13]=1)[C:8]([O:10][CH2:11][CH3:12])=[O:9])#[N:2], predict the reactants needed to synthesize it. The reactants are: [C:1]([C:3]1[C:4]([N:18]2[CH2:23][CH2:22][NH:21][CH2:20][CH2:19]2)=[N:5][C:6]([C:14]([F:17])([F:16])[F:15])=[C:7]([CH:13]=1)[C:8]([O:10][CH2:11][CH3:12])=[O:9])#[N:2].[CH2:24]([O:26][C:27]1[CH:32]=[CH:31][C:30]([N:33]=[C:34]=[O:35])=[CH:29][CH:28]=1)[CH3:25].